From a dataset of Forward reaction prediction with 1.9M reactions from USPTO patents (1976-2016). Predict the product of the given reaction. (1) Given the reactants C(O[C:6]1[C:19](C)=[C:18](C)[C:17]2[O:16][C:15]3[C:10](=[C:11](C)[C:12](OCC4OC4)=[C:13](C)[C:14]=3C)[CH:9](C3C=CC=CC=3)[C:8]=2[C:7]=1C)C1OC1.C(O[C:42]1[CH:47]=[CH:46][C:45]([C:48]2[CH:53]=[CH:52][C:51](OCC3OC3)=[CH:50][CH:49]=2)=[CH:44][CH:43]=1)C1OC1.OC1C=CC(C2C=CC(O)=CC=2)=CC=1.C([O-])(=O)C.C([P+](C1C=CC=CC=1)(C1C=CC=CC=1)C1C=CC=CC=1)C, predict the reaction product. The product is: [CH:11]1[C:10]2[CH2:9][C:8]3[C:17](=[CH:18][CH:19]=[CH:6][CH:7]=3)[O:16][C:15]=2[CH:14]=[CH:13][CH:12]=1.[CH:50]1[C:49]2[C:44]3[C:45](=[CH:46][CH:47]=[CH:42][CH:43]=3)[C:48]=2[CH:53]=[CH:52][CH:51]=1. (2) Given the reactants [OH:1][C@H:2]1[C@H:6]([O:7][CH3:8])[CH2:5][N:4]([C:9]([O:11][CH2:12][C:13]2[CH:18]=[CH:17][CH:16]=[CH:15][CH:14]=2)=[O:10])[CH2:3]1.[CH3:19][C:20]1[CH:25]=[CH:24][C:23]([S:26](Cl)(=[O:28])=[O:27])=[CH:22][CH:21]=1.C(N(CC)CC)C, predict the reaction product. The product is: [CH3:8][O:7][C@H:6]1[C@H:2]([O:1][S:26]([C:23]2[CH:24]=[CH:25][C:20]([CH3:19])=[CH:21][CH:22]=2)(=[O:28])=[O:27])[CH2:3][N:4]([C:9]([O:11][CH2:12][C:13]2[CH:18]=[CH:17][CH:16]=[CH:15][CH:14]=2)=[O:10])[CH2:5]1. (3) Given the reactants CCO.[CH2:4]([C:7]1[CH:16]=[CH:15][C:14]2[CH:13]=[N:12][CH:11]=[CH:10][C:9]=2[C:8]=1[OH:17])[CH:5]=[CH2:6], predict the reaction product. The product is: [CH2:4]([C:7]1[CH:16]=[CH:15][C:14]2[CH:13]=[N:12][CH:11]=[CH:10][C:9]=2[C:8]=1[OH:17])[CH2:5][CH3:6]. (4) Given the reactants [Cl:1][C:2]1[N:7]=[C:6](Cl)[CH:5]=[CH:4][N:3]=1.[CH:9]([N:12]1[C:16](B2OC(C)(C)C(C)(C)O2)=[CH:15][N:14]=[CH:13]1)([CH3:11])[CH3:10].[O-]P([O-])([O-])=O.[K+].[K+].[K+].O, predict the reaction product. The product is: [Cl:1][C:2]1[N:7]=[C:6]([C:16]2[N:12]([CH:9]([CH3:11])[CH3:10])[CH:13]=[N:14][CH:15]=2)[CH:5]=[CH:4][N:3]=1. (5) Given the reactants [OH:1][C:2]1[C:10]([C:11]([F:14])([F:13])[F:12])=[CH:9][CH:8]=[CH:7][C:3]=1[C:4]([OH:6])=O.[CH3:15][Li].C, predict the reaction product. The product is: [OH:1][C:2]1[C:10]([C:11]([F:14])([F:13])[F:12])=[CH:9][CH:8]=[CH:7][C:3]=1[C:4](=[O:6])[CH3:15]. (6) Given the reactants [Br:1][C:2]1[CH:3]=[C:4]([CH:8]=[C:9]([C:11]([O:13][CH3:14])=[O:12])[CH:10]=1)[C:5]([OH:7])=O.CN(C(ON1N=NC2C=CC=NC1=2)=[N+](C)C)C.F[P-](F)(F)(F)(F)F.[C:39]1([C@H:45]([NH2:47])[CH3:46])[CH:44]=[CH:43][CH:42]=[CH:41][CH:40]=1, predict the reaction product. The product is: [Br:1][C:2]1[CH:10]=[C:9]([CH:8]=[C:4]([C:5](=[O:7])[NH:47][C@@H:45]([C:39]2[CH:44]=[CH:43][CH:42]=[CH:41][CH:40]=2)[CH3:46])[CH:3]=1)[C:11]([O:13][CH3:14])=[O:12]. (7) Given the reactants [CH:1]([C:3]1[C:11]2[C:6](=[CH:7][C:8]([C:12]([O:14][CH2:15][CH3:16])=[O:13])=[CH:9][CH:10]=2)[N:5]([CH2:17][C:18]2[O:19][CH:20]=[CH:21][N:22]=2)[C:4]=1[CH:23]([CH3:25])[CH3:24])=[O:2].[O-:26]Cl=O.[Na+], predict the reaction product. The product is: [CH2:15]([O:14][C:12]([C:8]1[CH:7]=[C:6]2[C:11]([C:3]([C:1]([OH:26])=[O:2])=[C:4]([CH:23]([CH3:24])[CH3:25])[N:5]2[CH2:17][C:18]2[O:19][CH:20]=[CH:21][N:22]=2)=[CH:10][CH:9]=1)=[O:13])[CH3:16]. (8) Given the reactants [CH:1]([N:4]([CH2:18][C:19]1[CH:35]=[CH:34][CH:33]=[CH:32][C:20]=1[O:21][CH2:22][CH2:23][CH2:24][CH2:25][CH2:26][C:27]([O:29]CC)=[O:28])[C:5](=[O:17])[C:6]1[CH:11]=[CH:10][C:9]([O:12][C:13]([F:16])([F:15])[F:14])=[CH:8][CH:7]=1)([CH3:3])[CH3:2].CCO.O.[OH-].[Li+].Cl, predict the reaction product. The product is: [CH:1]([N:4]([CH2:18][C:19]1[CH:35]=[CH:34][CH:33]=[CH:32][C:20]=1[O:21][CH2:22][CH2:23][CH2:24][CH2:25][CH2:26][C:27]([OH:29])=[O:28])[C:5](=[O:17])[C:6]1[CH:7]=[CH:8][C:9]([O:12][C:13]([F:15])([F:16])[F:14])=[CH:10][CH:11]=1)([CH3:3])[CH3:2].